From a dataset of Reaction yield outcomes from USPTO patents with 853,638 reactions. Predict the reaction yield, written as a fraction of the theoretical maximum amount of product (1.0 means a 100% yield; for example, 0.34 means a 34% yield). The yield is 0.880. The product is [CH:1]1([C:7]2[S:8][C:9]3[C:15](=[O:16])[CH:14]=[CH:13][C:12](=[O:18])[C:10]=3[N:11]=2)[CH2:2][CH2:3][CH2:4][CH2:5][CH2:6]1. The reactants are [CH:1]1([C:7]2[S:8][C:9]3[C:15]([O:16]C)=[CH:14][CH:13]=[C:12]([O:18]C)[C:10]=3[N:11]=2)[CH2:6][CH2:5][CH2:4][CH2:3][CH2:2]1.[Ce+4].[N+]([O-])([O-])=O.[NH4+]. The catalyst is C(#N)C.O.